Dataset: Forward reaction prediction with 1.9M reactions from USPTO patents (1976-2016). Task: Predict the product of the given reaction. (1) The product is: [C:8]([NH2:7])(=[O:32])[C:9]1[CH:14]=[CH:13][CH:12]=[CH:11][CH:10]=1. Given the reactants CC1SC([NH:7][C:8](=[O:32])[C:9]2[CH:14]=[CH:13][C:12](OC3C=CN=C4NN=C(N[C@@H]5CCCNC5)C=34)=[CH:11][CH:10]=2)=NN=1.C(Cl)(=O)C=C, predict the reaction product. (2) Given the reactants [N:1]1[C:10]2[C:5](=[CH:6][CH:7]=[CH:8][CH:9]=2)[CH:4]=[C:3]([CH:11]=[CH:12][C:13](=[O:15])[CH3:14])[CH:2]=1.[AlH](CC(C)C)CC(C)C, predict the reaction product. The product is: [N:1]1[C:10]2[C:5](=[CH:6][CH:7]=[CH:8][CH:9]=2)[CH:4]=[C:3]([CH:11]=[CH:12][CH:13]([OH:15])[CH3:14])[CH:2]=1. (3) Given the reactants [NH:1]1[C:9]2[C:4](=[CH:5][CH:6]=[CH:7][CH:8]=2)[C:3]([CH2:10][C:11]2[CH:20]=[CH:19][C:14]([C:15]([O:17]C)=[O:16])=[CH:13][CH:12]=2)=[CH:2]1.[OH-].[Na+], predict the reaction product. The product is: [NH:1]1[C:9]2[C:4](=[CH:5][CH:6]=[CH:7][CH:8]=2)[C:3]([CH2:10][C:11]2[CH:20]=[CH:19][C:14]([C:15]([OH:17])=[O:16])=[CH:13][CH:12]=2)=[CH:2]1. (4) Given the reactants CC1C=CC(S(O[CH2:12][CH:13]2[CH2:17][C:16]3[CH:18]=[C:19]([Cl:28])[CH:20]=[C:21]([C:22]4[CH:27]=[CH:26][CH:25]=[CH:24][CH:23]=4)[C:15]=3[O:14]2)(=O)=O)=CC=1.[N-:29]=[N+:30]=[N-:31].[Na+].N(CC1CC2C=C(Cl)C=C(C3C=CSC=3)C=2O1)=[N+]=[N-], predict the reaction product. The product is: [N:29]([CH2:12][CH:13]1[CH2:17][C:16]2[CH:18]=[C:19]([Cl:28])[CH:20]=[C:21]([C:22]3[CH:27]=[CH:26][CH:25]=[CH:24][CH:23]=3)[C:15]=2[O:14]1)=[N+:30]=[N-:31]. (5) The product is: [Br:15][C:5]1[S:1][N:2]=[CH:3][C:4]=1[C:6]([OH:8])=[O:7]. Given the reactants [S:1]1[CH:5]=[C:4]([C:6]([OH:8])=[O:7])[CH:3]=[N:2]1.[Li]C(C)(C)C.C(Br)(Br)(Br)[Br:15], predict the reaction product. (6) Given the reactants [CH2:1]([C:4]1[CH:11]=[CH:10][C:7]([CH2:8]O)=[CH:6][CH:5]=1)[CH2:2][CH3:3].S(Cl)([Cl:14])=O, predict the reaction product. The product is: [CH2:1]([C:4]1[CH:11]=[CH:10][C:7]([CH2:8][Cl:14])=[CH:6][CH:5]=1)[CH2:2][CH3:3].